Predict the reaction yield, written as a fraction of the theoretical maximum amount of product (1.0 means a 100% yield; for example, 0.34 means a 34% yield). From a dataset of Reaction yield outcomes from USPTO patents with 853,638 reactions. (1) The reactants are Cl[C:2]1[NH:3][C:4]([C:12]2[CH:17]=[CH:16][CH:15]=[CH:14][C:13]=2[F:18])=[C:5]([CH3:11])[C:6]=1[C:7]([O:9][CH3:10])=[O:8]. The catalyst is CO.[C].[Pd]. The product is [F:18][C:13]1[CH:14]=[CH:15][CH:16]=[CH:17][C:12]=1[C:4]1[NH:3][CH:2]=[C:6]([C:7]([O:9][CH3:10])=[O:8])[C:5]=1[CH3:11]. The yield is 0.760. (2) The reactants are CN(C)C=O.[OH:6][C:7]1[CH:8]=[N:9][CH:10]=[CH:11][CH:12]=1.F[C:14]1[CH:21]=[CH:20][C:17]([CH:18]=[O:19])=[CH:16][CH:15]=1.C(=O)([O-])[O-].[K+].[K+]. The catalyst is O. The product is [N:9]1[CH:10]=[CH:11][CH:12]=[C:7]([O:6][C:14]2[CH:21]=[CH:20][C:17]([CH:18]=[O:19])=[CH:16][CH:15]=2)[CH:8]=1. The yield is 0.271.